This data is from Reaction yield outcomes from USPTO patents with 853,638 reactions. The task is: Predict the reaction yield, written as a fraction of the theoretical maximum amount of product (1.0 means a 100% yield; for example, 0.34 means a 34% yield). (1) The reactants are [CH2:1]([OH:7])[CH2:2][O:3][CH2:4][CH2:5][OH:6].C(N(CC)C(C)C)(C)C.[C:17](O)(=[O:39])[CH2:18][CH2:19][CH2:20][CH2:21][CH2:22][CH2:23][CH2:24][CH2:25][CH2:26][CH2:27][CH2:28][CH2:29][CH2:30][CH2:31][CH2:32][CH2:33][CH2:34][CH2:35][CH2:36][CH2:37][CH3:38].O. The catalyst is ClCCl. The product is [C:17]([O:7][CH2:1][CH2:2][O:3][CH2:4][CH2:5][OH:6])(=[O:39])[CH2:18][CH2:19][CH2:20][CH2:21][CH2:22][CH2:23][CH2:24][CH2:25][CH2:26][CH2:27][CH2:28][CH2:29][CH2:30][CH2:31][CH2:32][CH2:33][CH2:34][CH2:35][CH2:36][CH2:37][CH3:38]. The yield is 0.910. (2) The reactants are I[C:2]1[CH:3]=[N:4][CH:5]=[CH:6][CH:7]=1.C([O-])([O-])=O.[K+].[K+].[C:14]([O:18][C:19]1[CH:24]=[C:23]([CH3:25])[C:22]([Br:26])=[C:21]([CH3:27])[CH:20]=1)(=[O:17])[C:15]#[CH:16]. The catalyst is C1COCC1.[Cu]I. The product is [N:4]1[CH:5]=[CH:6][CH:7]=[C:2]([C:16]#[C:15][C:14]([O:18][C:19]2[CH:20]=[C:21]([CH3:27])[C:22]([Br:26])=[C:23]([CH3:25])[CH:24]=2)=[O:17])[CH:3]=1. The yield is 0.270. (3) The catalyst is C1C=CC([P]([Pd]([P](C2C=CC=CC=2)(C2C=CC=CC=2)C2C=CC=CC=2)([P](C2C=CC=CC=2)(C2C=CC=CC=2)C2C=CC=CC=2)[P](C2C=CC=CC=2)(C2C=CC=CC=2)C2C=CC=CC=2)(C2C=CC=CC=2)C2C=CC=CC=2)=CC=1.COCCOC. The product is [C:18]1([C:24]2[C:37]3[C:32]([C:31]([C:41]4[CH:42]=[CH:43][CH:44]=[CH:45][CH:46]=4)=[C:30]4[C:25]=2[CH:26]=[C:27]([C:2]2[CH:17]=[CH:16][C:5]5[N:6]([CH3:15])[C:7]([C:9]6[CH:14]=[CH:13][CH:12]=[CH:11][CH:10]=6)=[N:8][C:4]=5[CH:3]=2)[CH:28]=[CH:29]4)=[CH:33][CH:34]=[CH:35][CH:36]=3)[CH:23]=[CH:22][CH:21]=[CH:20][CH:19]=1. The reactants are Br[C:2]1[CH:17]=[CH:16][C:5]2[N:6]([CH3:15])[C:7]([C:9]3[CH:14]=[CH:13][CH:12]=[CH:11][CH:10]=3)=[N:8][C:4]=2[CH:3]=1.[C:18]1([C:24]2[C:25]3[C:30]([C:31]([C:41]4[CH:46]=[CH:45][CH:44]=[CH:43][CH:42]=4)=[C:32]4[C:37]=2[CH:36]=[C:35](B(O)O)[CH:34]=[CH:33]4)=[CH:29][CH:28]=[CH:27][CH:26]=3)[CH:23]=[CH:22][CH:21]=[CH:20][CH:19]=1.C(=O)([O-])[O-].[Na+].[Na+]. The yield is 0.760. (4) The reactants are [NH2:1][C:2](=[O:33])[C@@H:3]([NH:5][C:6]1[N:11]=[C:10]([C:12]2[CH:17]=[CH:16][C:15]([O:18][C:19]3[CH:24]=[CH:23][C:22]([F:25])=[CH:21][CH:20]=3)=[CH:14][CH:13]=2)[N:9]=[C:8]([C:26]([O:28]C(C)(C)C)=[O:27])[CH:7]=1)[CH3:4].C(O)(C(F)(F)F)=O. The catalyst is C(Cl)Cl. The product is [NH2:1][C:2](=[O:33])[C@@H:3]([NH:5][C:6]1[N:11]=[C:10]([C:12]2[CH:17]=[CH:16][C:15]([O:18][C:19]3[CH:24]=[CH:23][C:22]([F:25])=[CH:21][CH:20]=3)=[CH:14][CH:13]=2)[N:9]=[C:8]([C:26]([OH:28])=[O:27])[CH:7]=1)[CH3:4]. The yield is 0.920. (5) The reactants are Cl.[F:2][C:3]1[CH:4]=[CH:5][C:6]([CH3:11])=[C:7]([NH:9][NH2:10])[CH:8]=1.C(=O)([O-])[O-].[K+].[K+].[C:18](OCC)(=[O:26])[C:19]#[C:20][C:21]([O:23][CH2:24][CH3:25])=[O:22].Cl. The catalyst is C(O)C. The product is [F:2][C:3]1[CH:4]=[CH:5][C:6]([CH3:11])=[C:7]([N:9]2[C:18]([OH:26])=[CH:19][C:20]([C:21]([O:23][CH2:24][CH3:25])=[O:22])=[N:10]2)[CH:8]=1. The yield is 0.210. (6) The reactants are Cl[C:2]1[CH:7]=[C:6]([O:8][CH3:9])[CH:5]=[CH:4][N:3]=1.[C:10](=[N:23][NH2:24])([C:17]1[CH:22]=[CH:21][CH:20]=[CH:19][CH:18]=1)[C:11]1[CH:16]=[CH:15][CH:14]=[CH:13][CH:12]=1. No catalyst specified. The product is [C:11]1([C:10]([C:17]2[CH:22]=[CH:21][CH:20]=[CH:19][CH:18]=2)=[N:23][NH:24][C:2]2[CH:7]=[C:6]([O:8][CH3:9])[CH:5]=[CH:4][N:3]=2)[CH:12]=[CH:13][CH:14]=[CH:15][CH:16]=1. The yield is 0.730. (7) The reactants are C([O:4][C:5]1[CH:6]=[C:7]([CH:18]=[C:19]([O:21]C(=O)C)[CH:20]=1)[C:8]([NH:10][C:11]1[CH:16]=[CH:15][C:14]([OH:17])=[CH:13][CH:12]=1)=[O:9])(=O)C.Cl. The catalyst is [OH-].[K+]. The product is [OH:21][C:19]1[CH:18]=[C:7]([CH:6]=[C:5]([OH:4])[CH:20]=1)[C:8]([NH:10][C:11]1[CH:12]=[CH:13][C:14]([OH:17])=[CH:15][CH:16]=1)=[O:9]. The yield is 0.900. (8) The reactants are Cl.[CH3:2][C:3]1[CH:4]=[C:5]([O:18][S:19]([C:22]2[CH:27]=[CH:26][CH:25]=[CH:24][C:23]=2[S:28]([N:31]([CH2:39][CH2:40][C:41]([O:43]CC)=[O:42])[CH2:32][C:33]2[CH:38]=[CH:37][CH:36]=[CH:35][CH:34]=2)(=[O:30])=[O:29])(=[O:21])=[O:20])[CH:6]=[C:7]([CH:17]=1)[O:8][CH2:9][CH2:10][CH2:11][O:12][NH:13][C:14]([NH2:16])=[NH:15].C(C(=CC1C=CC(O)=CC=1)C(O)=O)#N. No catalyst specified. The product is [CH3:2][C:3]1[CH:4]=[C:5]([O:18][S:19]([C:22]2[CH:27]=[CH:26][CH:25]=[CH:24][C:23]=2[S:28]([N:31]([CH2:39][CH2:40][C:41]([OH:43])=[O:42])[CH2:32][C:33]2[CH:38]=[CH:37][CH:36]=[CH:35][CH:34]=2)(=[O:29])=[O:30])(=[O:20])=[O:21])[CH:6]=[C:7]([CH:17]=1)[O:8][CH2:9][CH2:10][CH2:11][O:12][NH:13][C:14]([NH2:16])=[NH:15]. The yield is 0.970.